This data is from Forward reaction prediction with 1.9M reactions from USPTO patents (1976-2016). The task is: Predict the product of the given reaction. (1) Given the reactants [NH2:1][C:2]1[CH:3]=[C:4]([CH:8]=[CH:9][CH:10]=1)[C:5]([OH:7])=[O:6].[C:11](Cl)(=[O:14])[CH:12]=[CH2:13].C(OCC)(=O)C.O, predict the reaction product. The product is: [C:11]([NH:1][C:2]1[CH:3]=[C:4]([CH:8]=[CH:9][CH:10]=1)[C:5]([OH:7])=[O:6])(=[O:14])[CH:12]=[CH2:13]. (2) Given the reactants [C:1]12([C:9](=[O:10])[CH:8]3[CH2:11][CH:5]1[CH2:6][CH2:7]3)[CH2:4][CH2:3][CH2:2]2.[CH2:12]([Li])[CH2:13][CH2:14][CH3:15], predict the reaction product. The product is: [CH2:12]([C:9]1([OH:10])[C:1]2([CH2:4][CH2:3][CH2:2]2)[CH:5]2[CH2:11][CH:8]1[CH2:7][CH2:6]2)[CH2:13][CH2:14][CH3:15].